From a dataset of Catalyst prediction with 721,799 reactions and 888 catalyst types from USPTO. Predict which catalyst facilitates the given reaction. (1) Reactant: C1(C=[CH:7][C:5]([OH:6])=CC=1)O.[C:9]([O-:22])(=[O:21])[CH2:10][CH2:11]CCCCCCCCC.[C:9]([O-:22])(=[O:21])[CH2:10][CH2:11]CCCCCCCCC.C([Sn+2]CCCC)CCC.[N-:46]=[C:47]=[O:48]. Product: [C:9]([OH:22])(=[O:21])[CH:10]=[CH2:11].[NH2:46][C:47]([O:6][CH2:5][CH3:7])=[O:48]. The catalyst class is: 44. (2) Reactant: Cl[C:2]1[CH:7]=[CH:6][N:5]2[N:8]=[CH:9][C:10]([C:11]3[CH:16]=[C:15]([O:17][CH3:18])[C:14]([O:19][CH3:20])=[C:13]([O:21][CH3:22])[CH:12]=3)=[C:4]2[N:3]=1.[F:23][C:24]1[CH:30]=[CH:29][C:27]([NH2:28])=[CH:26][CH:25]=1.CCN(C(C)C)C(C)C. Product: [F:23][C:24]1[CH:30]=[CH:29][C:27]([NH:28][C:2]2[CH:7]=[CH:6][N:5]3[N:8]=[CH:9][C:10]([C:11]4[CH:16]=[C:15]([O:17][CH3:18])[C:14]([O:19][CH3:20])=[C:13]([O:21][CH3:22])[CH:12]=4)=[C:4]3[N:3]=2)=[CH:26][CH:25]=1. The catalyst class is: 51. (3) Reactant: [CH3:1][C:2]1([CH3:22])[C:11]2[C:6](=[CH:7][CH:8]=[CH:9][CH:10]=2)[CH:5]([C:12]2[CH:17]=[CH:16][C:15]([C:18]([F:21])([F:20])[F:19])=[CH:14][CH:13]=2)[NH:4][CH2:3]1.[CH:23]([N:26]=[C:27]=[O:28])([CH3:25])[CH3:24]. Product: [CH:23]([NH:26][C:27]([N:4]1[CH2:3][C:2]([CH3:22])([CH3:1])[C:11]2[C:6](=[CH:7][CH:8]=[CH:9][CH:10]=2)[CH:5]1[C:12]1[CH:17]=[CH:16][C:15]([C:18]([F:21])([F:19])[F:20])=[CH:14][CH:13]=1)=[O:28])([CH3:25])[CH3:24]. The catalyst class is: 26. (4) Reactant: [CH3:1][O:2][C:3]1[CH:8]=[CH:7][C:6]([CH2:9][NH2:10])=[CH:5][CH:4]=1.[Br:11][C:12]1[CH:13]=[C:14]([C:19]2[N:20]([C:24]3[CH:29]=[CH:28][CH:27]=[C:26]([Cl:30])[C:25]=3[Cl:31])[CH:21]=[CH:22][N:23]=2)[C:15](Cl)=[N:16][CH:17]=1. Product: [CH3:1][O:2][C:3]1[CH:8]=[CH:7][C:6]([CH2:9][NH:10][C:15]2[C:14]([C:19]3[N:20]([C:24]4[CH:29]=[CH:28][CH:27]=[C:26]([Cl:30])[C:25]=4[Cl:31])[CH:21]=[CH:22][N:23]=3)=[CH:13][C:12]([Br:11])=[CH:17][N:16]=2)=[CH:5][CH:4]=1. The catalyst class is: 155. (5) Reactant: [Cl:1][C:2]1[S:6][C:5]([S:7]([NH:10][C:11]([NH:13][C:14]2[CH:19]=[CH:18][C:17]([N:20]3[C:29](=[O:30])[C:28]4[C:23](=[CH:24][C:25](N)=[CH:26][CH:27]=4)[NH:22][C:21]3=[O:32])=[CH:16][CH:15]=2)=[O:12])(=[O:9])=[O:8])=[CH:4][CH:3]=1.C(O)(=O)C.[S:37]1[CH:41]=[CH:40][CH:39]=[C:38]1C=O.C([BH3-])#[N:45].[Na+]. Product: [Cl:1][C:2]1[S:6][C:5]([S:7]([NH:10][C:11]([NH:13][C:14]2[CH:19]=[CH:18][C:17]([N:20]3[C:29](=[O:30])[C:28]4[C:23](=[CH:24][C:25]([C:38]5[S:37][CH:41]=[CH:40][CH:39]=5)=[CH:26][CH:27]=4)[N:22]([NH2:45])[C:21]3=[O:32])=[CH:16][CH:15]=2)=[O:12])(=[O:9])=[O:8])=[CH:4][CH:3]=1. The catalyst class is: 16. (6) Reactant: NC1C=CC(N=NC2C=CC(N)=CC=2)=CC=1.[C:17]([O:21][C:22]([N:24]1[CH2:28][CH2:27][CH2:26][CH:25]1C(O)=O)=[O:23])([CH3:20])([CH3:19])[CH3:18].C(OC(N1C2C(=CC=CC=2)C=CC1)=O)C. Product: [C:17]([O:21][C:22]([N:24]1[CH2:28][CH2:27][CH2:26][CH2:25]1)=[O:23])([CH3:20])([CH3:18])[CH3:19]. The catalyst class is: 2. (7) Reactant: C([C:5]1[C:17]2[C:8](=[N:9][C:10]3[CH2:11][CH2:12][CH2:13][CH2:14][C:15]=3[CH:16]=2)[S:7][C:6]=1[C:18]([OH:20])=O)(C)(C)C.S(=O)(=O)(O)O.[NH2:26][CH2:27][C:28]#[N:29].CN(C(ON1N=NC2[CH:41]=[CH:42][CH:43]=NC1=2)=[N+](C)C)C.F[P-](F)(F)(F)(F)F.[CH3:54]N1CCOCC1. Product: [C:28]([CH2:27][NH:26][C:18]([C:6]1[S:7][C:8]2=[N:9][C:10]3[CH2:11][CH2:12][CH:13]([C:42]([CH3:41])([CH3:43])[CH3:54])[CH2:14][C:15]=3[CH:16]=[C:17]2[CH:5]=1)=[O:20])#[N:29]. The catalyst class is: 517.